This data is from Forward reaction prediction with 1.9M reactions from USPTO patents (1976-2016). The task is: Predict the product of the given reaction. (1) Given the reactants C[O:2][C:3](=[O:52])[C:4]1[CH:9]=[CH:8][C:7]([CH3:10])=[C:6]([N:11]2[C:16]([CH3:17])=[CH:15][C:14]([O:18][CH2:19][C:20]3[CH:25]=[CH:24][CH:23]=[CH:22][C:21]=3[CH2:26][NH:27][C:28]([NH:30][C:31]3[N:32]([C:40]4[CH:45]=[CH:44][CH:43]=[C:42]([O:46][CH2:47][CH2:48][OH:49])[CH:41]=4)[N:33]=[C:34]([C:36]([CH3:39])([CH3:38])[CH3:37])[CH:35]=3)=[O:29])=[C:13]([Cl:50])[C:12]2=[O:51])[CH:5]=1.[OH-].[Na+].C(O)(=O)CC(CC(O)=O)(C(O)=O)O, predict the reaction product. The product is: [C:36]([C:34]1[CH:35]=[C:31]([NH:30][C:28](=[O:29])[NH:27][CH2:26][C:21]2[CH:22]=[CH:23][CH:24]=[CH:25][C:20]=2[CH2:19][O:18][C:14]2[CH:15]=[C:16]([CH3:17])[N:11]([C:6]3[CH:5]=[C:4]([CH:9]=[CH:8][C:7]=3[CH3:10])[C:3]([OH:52])=[O:2])[C:12](=[O:51])[C:13]=2[Cl:50])[N:32]([C:40]2[CH:45]=[CH:44][CH:43]=[C:42]([O:46][CH2:47][CH2:48][OH:49])[CH:41]=2)[N:33]=1)([CH3:37])([CH3:38])[CH3:39]. (2) Given the reactants [CH3:1][C:2]1[N:7]2[N:8]=[C:9]([CH2:11][CH2:12][C:13]3[N:22]=[C:21]4[C:16]([CH2:17][CH2:18][CH:19]([CH3:30])[N:20]4C(OC(C)(C)C)=O)=[CH:15][CH:14]=3)[N:10]=[C:6]2[C:5]([CH3:31])=[N:4][CH:3]=1, predict the reaction product. The product is: [CH3:1][C:2]1[N:7]2[N:8]=[C:9]([CH2:11][CH2:12][C:13]3[N:22]=[C:21]4[C:16]([CH2:17][CH2:18][CH:19]([CH3:30])[NH:20]4)=[CH:15][CH:14]=3)[N:10]=[C:6]2[C:5]([CH3:31])=[N:4][CH:3]=1. (3) Given the reactants C([NH:5][S:6]([C:9]1[CH:14]=[CH:13][CH:12]=[C:11]([C:15]2[N:16]=[CH:17][N:18]([C:20]3[N:25]=[C:24]([CH:26]([F:28])[F:27])[CH:23]=[C:22]([C:29]4[CH:30]=[N:31][C:32]([C:35]([F:38])([F:37])[F:36])=[CH:33][CH:34]=4)[N:21]=3)[CH:19]=2)[CH:10]=1)(=[O:8])=[O:7])(C)(C)C.C(O)(C(F)(F)F)=O, predict the reaction product. The product is: [F:28][CH:26]([F:27])[C:24]1[CH:23]=[C:22]([C:29]2[CH:30]=[N:31][C:32]([C:35]([F:38])([F:36])[F:37])=[CH:33][CH:34]=2)[N:21]=[C:20]([N:18]2[CH:19]=[C:15]([C:11]3[CH:10]=[C:9]([S:6]([NH2:5])(=[O:8])=[O:7])[CH:14]=[CH:13][CH:12]=3)[N:16]=[CH:17]2)[N:25]=1. (4) Given the reactants [C:1]([O:4][C:5](=O)[CH3:6])(=[O:3])[CH3:2].[ClH:8].NC[CH:11]([OH:14])[CH2:12]Cl.O.Cl.[N:17]1[CH:22]=CC=CC=1, predict the reaction product. The product is: [C:11]([NH:17][CH2:22][CH:5]([O:4][C:1](=[O:3])[CH3:2])[CH2:6][Cl:8])(=[O:14])[CH3:12]. (5) Given the reactants [Cl:1][C:2]1[C:3]([CH3:16])=[C:4]([C:8]([OH:15])=[C:9]([C:11]([CH3:14])([CH3:13])[CH3:12])[CH:10]=1)[C:5]([OH:7])=O.[Cl:17][C:18]1[CH:19]=[C:20]([CH:22]=[CH:23][C:24]=1[S:25]([C:28]([F:31])([F:30])[F:29])(=[O:27])=[O:26])[NH2:21], predict the reaction product. The product is: [C:11]([C:9]1[C:8]([OH:15])=[C:4]([C:3]([CH3:16])=[C:2]([Cl:1])[CH:10]=1)[C:5]([NH:21][C:20]1[CH:22]=[CH:23][C:24]([S:25]([C:28]([F:31])([F:29])[F:30])(=[O:27])=[O:26])=[C:18]([Cl:17])[CH:19]=1)=[O:7])([CH3:14])([CH3:13])[CH3:12]. (6) Given the reactants ClC1C=CC(NC(NC2C=CC=C(C3C=CC=C(N4CCCC4)N=3)C=2)=O)=C(CCCCOC2CCCCO2)C=1.[Cl:40][C:41]1[CH:46]=[CH:45][C:44]([NH:47][C:48]([NH:50][C:51]2[CH:56]=[CH:55][CH:54]=[C:53]([C:57]3[CH:62]=[CH:61][CH:60]=[C:59]([N:63]4[CH2:67][CH2:66][CH2:65][CH2:64]4)[N:58]=3)[CH:52]=2)=[O:49])=[CH:43][C:42]=1[C:68]#[C:69][CH2:70][CH2:71][O:72][CH:73]1[CH2:78][CH2:77][CH2:76][CH2:75][O:74]1, predict the reaction product. The product is: [Cl:40][C:41]1[CH:46]=[CH:45][C:44]([NH:47][C:48]([NH:50][C:51]2[CH:56]=[CH:55][CH:54]=[C:53]([C:57]3[CH:62]=[CH:61][CH:60]=[C:59]([N:63]4[CH2:67][CH2:66][CH2:65][CH2:64]4)[N:58]=3)[CH:52]=2)=[O:49])=[CH:43][C:42]=1[CH2:68][CH2:69][CH2:70][CH2:71][O:72][CH:73]1[CH2:78][CH2:77][CH2:76][CH2:75][O:74]1. (7) Given the reactants [NH2:1][C:2]1[C:3](=[O:17])[NH:4][C:5](=[S:16])[N:6]([C:9]2[CH:14]=[CH:13][CH:12]=[C:11]([F:15])[CH:10]=2)[C:7]=1[NH2:8].[C:18](O)(=O)C.C(N)=N, predict the reaction product. The product is: [F:15][C:11]1[CH:10]=[C:9]([N:6]2[C:7]3[N:8]=[CH:18][NH:1][C:2]=3[C:3](=[O:17])[NH:4][C:5]2=[S:16])[CH:14]=[CH:13][CH:12]=1.